From a dataset of Full USPTO retrosynthesis dataset with 1.9M reactions from patents (1976-2016). Predict the reactants needed to synthesize the given product. (1) Given the product [NH2:46][C:33]1[N:32]=[C:31]([O:30][CH3:29])[C:36]([C:2]2[N:6]([CH:7]([CH3:9])[CH3:8])[C:5]3[CH:10]([C:22]4[CH:23]=[CH:24][C:25]([Cl:28])=[CH:26][CH:27]=4)[N:11]([CH:14]4[CH2:19][CH2:18][C:17](=[O:20])[N:16]([CH3:21])[CH2:15]4)[C:12](=[O:13])[C:4]=3[CH:3]=2)=[CH:35][N:34]=1, predict the reactants needed to synthesize it. The reactants are: Br[C:2]1[N:6]([CH:7]([CH3:9])[CH3:8])[C:5]2[CH:10]([C:22]3[CH:27]=[CH:26][C:25]([Cl:28])=[CH:24][CH:23]=3)[N:11]([CH:14]3[CH2:19][CH2:18][C:17](=[O:20])[N:16]([CH3:21])[CH2:15]3)[C:12](=[O:13])[C:4]=2[CH:3]=1.[CH3:29][O:30][C:31]1[C:36](B2OC(C)(C)C(C)(C)O2)=[CH:35][N:34]=[C:33]([NH2:46])[N:32]=1.BrC1N(C(C)C)C2C(C3C=CC(Cl)=CC=3)N(C3C=C(Cl)C=CC=3C)C(=O)C=2C=1.C(C1C=CC(OC)=C(B(O)O)C=1)#N. (2) Given the product [CH:1]1([C:4]2[N:13]=[C:12]([N:14]3[CH2:19][CH2:18][N:17]([C:20]4[CH:25]=[CH:24][CH:23]=[CH:22][C:21]=4[N:33]([CH3:32])[CH3:35])[CH2:16][CH2:15]3)[C:11]3[C:6](=[CH:7][C:8]([O:29][CH3:30])=[C:9]([O:27][CH3:28])[CH:10]=3)[N:5]=2)[CH2:3][CH2:2]1, predict the reactants needed to synthesize it. The reactants are: [CH:1]1([C:4]2[N:13]=[C:12]([N:14]3[CH2:19][CH2:18][N:17]([C:20]4[CH:25]=[CH:24][CH:23]=[CH:22][C:21]=4N)[CH2:16][CH2:15]3)[C:11]3[C:6](=[CH:7][C:8]([O:29][CH3:30])=[C:9]([O:27][CH3:28])[CH:10]=3)[N:5]=2)[CH2:3][CH2:2]1.[BH3-][C:32]#[N:33].[Na+].[CH3:35]O. (3) Given the product [CH3:13][O:12][C:7]1[C:8]([NH2:9])=[C:3]([O:2][CH3:1])[N:4]=[C:5]([N:14]2[CH2:19][CH2:18][CH:17]([O:20][CH3:21])[CH2:16][CH2:15]2)[N:6]=1, predict the reactants needed to synthesize it. The reactants are: [CH3:1][O:2][C:3]1[C:8]([N+:9]([O-])=O)=[C:7]([O:12][CH3:13])[N:6]=[C:5]([N:14]2[CH2:19][CH2:18][CH:17]([O:20][CH3:21])[CH2:16][CH2:15]2)[N:4]=1. (4) Given the product [CH:14]1([NH:1][C@H:2]2[CH2:6][CH2:5][N:4]([C:7]([O:9][C:10]([CH3:13])([CH3:12])[CH3:11])=[O:8])[CH2:3]2)[CH2:19][CH2:18][CH2:17][CH2:16][CH2:15]1, predict the reactants needed to synthesize it. The reactants are: [NH2:1][C@H:2]1[CH2:6][CH2:5][N:4]([C:7]([O:9][C:10]([CH3:13])([CH3:12])[CH3:11])=[O:8])[CH2:3]1.[C:14]1(=O)[CH2:19][CH2:18][CH2:17][CH2:16][CH2:15]1.